This data is from Full USPTO retrosynthesis dataset with 1.9M reactions from patents (1976-2016). The task is: Predict the reactants needed to synthesize the given product. Given the product [CH3:35][N:2]([CH3:1])[CH2:3][CH2:4][CH2:5][S:6]([N:9]1[CH2:10][CH2:11][CH:12]([C:15]2[C:23]3[C:18](=[C:19]([C:32]([NH2:34])=[O:33])[CH:20]=[C:21]([C:24]4[CH:29]=[CH:28][CH:27]=[C:26]([CH2:30][NH:38][CH2:36][CH3:37])[CH:25]=4)[CH:22]=3)[NH:17][CH:16]=2)[CH2:13][CH2:14]1)(=[O:8])=[O:7], predict the reactants needed to synthesize it. The reactants are: [CH3:1][N:2]([CH3:35])[CH2:3][CH2:4][CH2:5][S:6]([N:9]1[CH2:14][CH2:13][CH:12]([C:15]2[C:23]3[C:18](=[C:19]([C:32]([NH2:34])=[O:33])[CH:20]=[C:21]([C:24]4[CH:29]=[CH:28][CH:27]=[C:26]([CH:30]=O)[CH:25]=4)[CH:22]=3)[NH:17][CH:16]=2)[CH2:11][CH2:10]1)(=[O:8])=[O:7].[CH2:36]([NH2:38])[CH3:37].C1COCC1.[BH4-].[Na+].